Dataset: Peptide-MHC class II binding affinity with 134,281 pairs from IEDB. Task: Regression. Given a peptide amino acid sequence and an MHC pseudo amino acid sequence, predict their binding affinity value. This is MHC class II binding data. The peptide sequence is EGVHGGTWVSATLEQ. The MHC is DRB1_1302 with pseudo-sequence DRB1_1302. The binding affinity (normalized) is 0.